From a dataset of Peptide-MHC class I binding affinity with 185,985 pairs from IEDB/IMGT. Regression. Given a peptide amino acid sequence and an MHC pseudo amino acid sequence, predict their binding affinity value. This is MHC class I binding data. (1) The peptide sequence is YVNHTASGEH. The MHC is HLA-A31:01 with pseudo-sequence HLA-A31:01. The binding affinity (normalized) is 0. (2) The peptide sequence is FAEGVVAFL. The MHC is HLA-A24:03 with pseudo-sequence HLA-A24:03. The binding affinity (normalized) is 0.0847. (3) The peptide sequence is FQPQNGQFS. The MHC is H-2-Kb with pseudo-sequence H-2-Kb. The binding affinity (normalized) is 0.0258.